From a dataset of Catalyst prediction with 721,799 reactions and 888 catalyst types from USPTO. Predict which catalyst facilitates the given reaction. Reactant: [C:1]1([C:7]2[CH:12]=[C:11]([C:13]3[CH:18]=[CH:17][CH:16]=[CH:15][CH:14]=3)[N:10]=[C:9]([O:19][CH2:20][CH2:21][CH2:22][CH2:23][C:24]([CH3:28])([CH3:27])[CH2:25][NH2:26])[CH:8]=2)[CH:6]=[CH:5][CH:4]=[CH:3][CH:2]=1.C(N(CC)CC)C.[NH:36]([C:56]([O:58][C:59]([CH3:62])([CH3:61])[CH3:60])=[O:57])[C@H:37]([C:46](ON1C(=O)CCC1=O)=[O:47])[CH2:38][C:39](=[O:45])[O:40][C:41]([CH3:44])([CH3:43])[CH3:42]. Product: [C:59]([O:58][C:56]([NH:36][CH:37]([C:46](=[O:47])[NH:26][CH2:25][C:24]([CH3:28])([CH3:27])[CH2:23][CH2:22][CH2:21][CH2:20][O:19][C:9]1[CH:8]=[C:7]([C:1]2[CH:2]=[CH:3][CH:4]=[CH:5][CH:6]=2)[CH:12]=[C:11]([C:13]2[CH:14]=[CH:15][CH:16]=[CH:17][CH:18]=2)[N:10]=1)[CH2:38][C:39]([O:40][C:41]([CH3:44])([CH3:43])[CH3:42])=[O:45])=[O:57])([CH3:61])([CH3:60])[CH3:62]. The catalyst class is: 3.